This data is from Catalyst prediction with 721,799 reactions and 888 catalyst types from USPTO. The task is: Predict which catalyst facilitates the given reaction. (1) Reactant: [N+:1]([C:4]1[CH:9]=[C:8]([C:10]([F:13])([F:12])[F:11])[C:7]([O:14][CH2:15][C:16]([F:19])([F:18])[F:17])=[CH:6][C:5]=1[NH2:20])([O-:3])=[O:2].ClC1C(C(F)(F)F)=CC([N+]([O-])=O)=C(N)C=1.FC(F)(F)CO.[OH-].[K+].[CH3:44][C:45]([O:48][C:49](O[C:49]([O:48][C:45]([CH3:47])([CH3:46])[CH3:44])=[O:50])=[O:50])([CH3:47])[CH3:46].C(O)(C(F)(F)F)=O. Product: [C:45]([O:48][C:49](=[O:50])[NH:20][C:5]1[CH:6]=[C:7]([O:14][CH2:15][C:16]([F:17])([F:18])[F:19])[C:8]([C:10]([F:11])([F:12])[F:13])=[CH:9][C:4]=1[N+:1]([O-:3])=[O:2])([CH3:47])([CH3:46])[CH3:44]. The catalyst class is: 549. (2) Reactant: [NH2:1][C:2]1[S:3][CH:4]=[C:5]2[C:10]=1[C:9](=[O:11])[N:8]([C:12]1[CH:17]=[CH:16][C:15]([Cl:18])=[CH:14][CH:13]=1)[N:7]=[C:6]2[C:19]([NH:21][CH:22](C)[CH3:23])=[O:20].NC1SC=C2C=1C(=O)N(C1C=CC(Cl)=CC=1)N=C2C(O)=O.Cl.C(N)C. Product: [NH2:1][C:2]1[S:3][CH:4]=[C:5]2[C:10]=1[C:9](=[O:11])[N:8]([C:12]1[CH:13]=[CH:14][C:15]([Cl:18])=[CH:16][CH:17]=1)[N:7]=[C:6]2[C:19]([NH:21][CH2:22][CH3:23])=[O:20]. The catalyst class is: 8. (3) Reactant: [C:1]1([CH:7]2[N:12]([C:13]([N:15]3[CH2:24][CH2:23][C:22]4[CH:21]=[N:20][C:19]([NH:25][CH:26]5[CH2:31][CH2:30][O:29][CH2:28][CH2:27]5)=[N:18][C:17]=4[CH2:16]3)=[O:14])[CH2:11][CH2:10][N:9](C(OC(C)(C)C)=O)[CH2:8]2)[CH:6]=[CH:5][CH:4]=[CH:3][CH:2]=1. Product: [C:1]1([CH:7]2[CH2:8][NH:9][CH2:10][CH2:11][N:12]2[C:13]([N:15]2[CH2:24][CH2:23][C:22]3[CH:21]=[N:20][C:19]([NH:25][CH:26]4[CH2:31][CH2:30][O:29][CH2:28][CH2:27]4)=[N:18][C:17]=3[CH2:16]2)=[O:14])[CH:6]=[CH:5][CH:4]=[CH:3][CH:2]=1. The catalyst class is: 157. (4) Reactant: [Cl:1][C:2]1[C:3]2[CH:14]=[CH:13][C:12](=[O:15])[N:11]([C:16]3[C:21]([F:22])=[CH:20][CH:19]=[CH:18][C:17]=3[F:23])[C:4]=2[N:5]=[C:6](S(C)=O)[N:7]=1.[CH2:24]([N:26]([CH2:31][CH3:32])[CH2:27][CH2:28][CH2:29][NH2:30])[CH3:25].C(N(CC)CC)C. Product: [Cl:1][C:2]1[C:3]2[CH:14]=[CH:13][C:12](=[O:15])[N:11]([C:16]3[C:21]([F:22])=[CH:20][CH:19]=[CH:18][C:17]=3[F:23])[C:4]=2[N:5]=[C:6]([NH:30][CH2:29][CH2:28][CH2:27][N:26]([CH2:31][CH3:32])[CH2:24][CH3:25])[N:7]=1. The catalyst class is: 4. (5) Reactant: [Br:1][C:2]1[CH:3]=[C:4]([CH:6]=[CH:7][C:8]=1[Cl:9])[NH2:5].[O:10]1[CH:14]=[CH:13][C:12]([C:15](Cl)=[O:16])=[CH:11]1.C(=O)([O-])[O-].[Na+].[Na+]. Product: [Br:1][C:2]1[CH:3]=[C:4]([NH:5][C:15]([C:12]2[CH:13]=[CH:14][O:10][CH:11]=2)=[O:16])[CH:6]=[CH:7][C:8]=1[Cl:9]. The catalyst class is: 2. (6) Reactant: [NH2:1][C:2]1[CH:7]=[CH:6][C:5]([CH2:8][C:9]([OH:11])=[O:10])=[C:4]([Br:12])[CH:3]=1.[CH:13](OCC)(OCC)OCC.[N-:23]=[N+:24]=[N-:25].[Na+]. Product: [Br:12][C:4]1[CH:3]=[C:2]([N:1]2[CH:13]=[N:25][N:24]=[N:23]2)[CH:7]=[CH:6][C:5]=1[CH2:8][C:9]([OH:11])=[O:10]. The catalyst class is: 52. (7) The catalyst class is: 25. Reactant: Br[C:2]1[CH:3]=[C:4]2[C:10]([C:11]3[CH:16]=[CH:15][CH:14]=[CH:13][C:12]=3[O:17][CH3:18])=[CH:9][N:8]([S:19]([C:22]3[CH:27]=[CH:26][C:25]([CH3:28])=[CH:24][CH:23]=3)(=[O:21])=[O:20])[C:5]2=[N:6][CH:7]=1.[B:29]1([B:29]2[O:33][C:32]([CH3:35])([CH3:34])[C:31]([CH3:37])([CH3:36])[O:30]2)[O:33][C:32]([CH3:35])([CH3:34])[C:31]([CH3:37])([CH3:36])[O:30]1.C([O-])(=O)C.[Na+].CN(C=O)C. Product: [CH3:18][O:17][C:12]1[CH:13]=[CH:14][CH:15]=[CH:16][C:11]=1[C:10]1[C:4]2[C:5](=[N:6][CH:7]=[C:2]([B:29]3[O:33][C:32]([CH3:35])([CH3:34])[C:31]([CH3:37])([CH3:36])[O:30]3)[CH:3]=2)[N:8]([S:19]([C:22]2[CH:27]=[CH:26][C:25]([CH3:28])=[CH:24][CH:23]=2)(=[O:21])=[O:20])[CH:9]=1.